The task is: Predict the product of the given reaction.. This data is from Forward reaction prediction with 1.9M reactions from USPTO patents (1976-2016). (1) Given the reactants [CH3:1][O:2][C:3]1[CH:8]=[CH:7][C:6]([O:9][CH3:10])=[C:5]([N+:11]([O-])=O)[C:4]=1[N+:14]([O-])=O, predict the reaction product. The product is: [CH3:10][O:9][C:6]1[CH:7]=[CH:8][C:3]([O:2][CH3:1])=[C:4]([NH2:14])[C:5]=1[NH2:11]. (2) Given the reactants [CH2:1]([O:3][C:4]1[C:5]([C:16]([OH:18])=O)=[N:6][N:7]([C:9]2[CH:14]=[CH:13][C:12]([F:15])=[CH:11][CH:10]=2)[CH:8]=1)[CH3:2].S(Cl)([Cl:21])=O, predict the reaction product. The product is: [CH2:1]([O:3][C:4]1[C:5]([C:16]([Cl:21])=[O:18])=[N:6][N:7]([C:9]2[CH:14]=[CH:13][C:12]([F:15])=[CH:11][CH:10]=2)[CH:8]=1)[CH3:2]. (3) Given the reactants [F:1][C:2]1[CH:7]=[C:6]([F:8])[CH:5]=[CH:4][C:3]=1B(O)O.O1CCOCC1.Br[C:19]1[CH:24]=[C:23]([CH3:25])[CH:22]=[CH:21][N:20]=1, predict the reaction product. The product is: [F:1][C:2]1[CH:7]=[C:6]([F:8])[CH:5]=[CH:4][C:3]=1[C:19]1[CH:24]=[C:23]([CH3:25])[CH:22]=[CH:21][N:20]=1. (4) Given the reactants [F:1][C:2]1([F:25])[CH2:7][CH2:6][CH2:5][C:4]([CH2:9][NH:10][C:11]([C:13]2[C:14]3[CH:15]=[CH:16][C:17](Cl)=[N:18][C:19]=3[CH:20]=[CH:21][C:22]=2[Cl:23])=[O:12])([OH:8])[CH2:3]1.CCN(C(C)C)C(C)C.[F:35][C@H:36]1[CH2:40][CH2:39][NH:38][CH2:37]1, predict the reaction product. The product is: [F:1][C:2]1([F:25])[CH2:7][CH2:6][CH2:5][C:4]([CH2:9][NH:10][C:11]([C:13]2[C:14]3[CH:15]=[CH:16][C:17]([N:38]4[CH2:39][CH2:40][C@H:36]([F:35])[CH2:37]4)=[N:18][C:19]=3[CH:20]=[CH:21][C:22]=2[Cl:23])=[O:12])([OH:8])[CH2:3]1. (5) Given the reactants [F:1][C:2]([F:21])([F:20])[C:3]1[CH:4]=[C:5]([C@H:13]2[O:17][C:16](=[O:18])[NH:15][C@H:14]2[CH3:19])[CH:6]=[C:7]([C:9]([F:12])([F:11])[F:10])[CH:8]=1.[H-].[Na+].[Br:24][C:25]1[C:26]([CH2:32]Br)=[N:27][C:28]([Cl:31])=[CH:29][CH:30]=1, predict the reaction product. The product is: [F:21][C:2]([F:1])([F:20])[C:3]1[CH:4]=[C:5]([C@H:13]2[O:17][C:16](=[O:18])[N:15]([CH2:32][C:26]3[C:25]([Br:24])=[CH:30][CH:29]=[C:28]([Cl:31])[N:27]=3)[C@H:14]2[CH3:19])[CH:6]=[C:7]([C:9]([F:10])([F:11])[F:12])[CH:8]=1. (6) Given the reactants [CH:1]1[CH:6]=[C:5]2[C:7]([C:9](O)([OH:12])[C:10](=[O:11])[C:4]2=[CH:3][CH:2]=1)=[O:8].[CH:14]([C:17]1[CH:18]=[C:19]([OH:23])[CH:20]=[CH:21][CH:22]=1)([CH3:16])[CH3:15], predict the reaction product. The product is: [OH:11][C:10]12[C:4]3[C:5](=[CH:6][CH:1]=[CH:2][CH:3]=3)[C:7](=[O:8])[C:9]1([OH:12])[C:20]1[CH:21]=[CH:22][C:17]([CH:14]([CH3:16])[CH3:15])=[CH:18][C:19]=1[O:23]2.